This data is from Catalyst prediction with 721,799 reactions and 888 catalyst types from USPTO. The task is: Predict which catalyst facilitates the given reaction. (1) Reactant: [C:1]([O:5][C:6](=[O:11])[NH:7][CH2:8][CH2:9][NH2:10])([CH3:4])([CH3:3])[CH3:2].[SH:12][CH2:13][C:14]([OH:16])=O.[CH2:17]=O. Product: [C:1]([O:5][C:6](=[O:11])[NH:7][CH2:8][CH2:9][N:10]1[C:14](=[O:16])[CH2:13][S:12][CH2:17]1)([CH3:4])([CH3:2])[CH3:3]. The catalyst class is: 11. (2) Reactant: [CH3:1][C:2]1[C:20]([CH3:21])=[CH:19][CH:18]=[CH:17][C:3]=1[O:4][C:5]1[CH:10]=[CH:9][C:8]([CH:11]2[O:16][CH2:15][CH2:14][NH:13][CH2:12]2)=[CH:7][CH:6]=1.[C:22]([O:27][C:28]([CH3:31])([CH3:30])[CH3:29])(=[O:26])[C:23]([CH3:25])=[CH2:24].N12CCCN=C1CCCCC2. Product: [C:28]([O:27][C:22](=[O:26])[CH:23]([CH3:25])[CH2:24][N:13]1[CH2:14][CH2:15][O:16][CH:11]([C:8]2[CH:7]=[CH:6][C:5]([O:4][C:3]3[CH:17]=[CH:18][CH:19]=[C:20]([CH3:21])[C:2]=3[CH3:1])=[CH:10][CH:9]=2)[CH2:12]1)([CH3:31])([CH3:30])[CH3:29]. The catalyst class is: 3. (3) Reactant: [OH-].[Na+].CO.[C:5]([NH:13][C:14]1[CH:23]=[C:22]([O:24][CH:25]2[CH2:30][CH2:29][CH2:28][CH2:27][CH2:26]2)[CH:21]=[CH:20][C:15]=1[C:16]([O:18]C)=[O:17])(=[O:12])[C:6]1[CH:11]=[CH:10][CH:9]=[CH:8][CH:7]=1. Product: [C:5]([NH:13][C:14]1[CH:23]=[C:22]([O:24][CH:25]2[CH2:30][CH2:29][CH2:28][CH2:27][CH2:26]2)[CH:21]=[CH:20][C:15]=1[C:16]([OH:18])=[O:17])(=[O:12])[C:6]1[CH:7]=[CH:8][CH:9]=[CH:10][CH:11]=1. The catalyst class is: 7. (4) Reactant: [F:1][C:2]1[CH:3]=[N:4][C:5]2[CH:6]=[CH:7][C:8](=[O:17])[N:9]3[CH:14]([CH:15]=O)[CH2:13][CH2:12][C:11]=1[C:10]=23.[NH:18]1[CH2:23][CH2:22][CH:21]([NH:24]C(=O)OC(C)(C)C)[CH2:20][CH2:19]1.C(O)(C(F)(F)F)=O. Product: [NH2:24][CH:21]1[CH2:22][CH2:23][N:18]([CH2:15][CH:14]2[N:9]3[C:10]4[C:11](=[C:2]([F:1])[CH:3]=[N:4][C:5]=4[CH:6]=[CH:7][C:8]3=[O:17])[CH2:12][CH2:13]2)[CH2:19][CH2:20]1. The catalyst class is: 138. (5) Reactant: [I-:1].[Na+].[CH:3]([C:5]1[CH:12]=[CH:11][C:8]([CH2:9]Cl)=[CH:7][CH:6]=1)=[CH2:4]. Product: [CH:3]([C:5]1[CH:12]=[CH:11][C:8]([CH2:9][I:1])=[CH:7][CH:6]=1)=[CH2:4]. The catalyst class is: 21. (6) Reactant: [F:1][C:2]1[CH:19]=[C:18]([F:20])[CH:17]=[CH:16][C:3]=1[O:4][CH:5]([C:7]1[CH:15]=[CH:14][C:10]([C:11]([OH:13])=O)=[CH:9][CH:8]=1)[CH3:6].ON1C2C=CC=CC=2N=N1.Cl.C(N=C=NCCCN(C)C)C.[NH2:43][CH2:44][C:45]1[C:46]([OH:53])=[N:47][C:48]([CH3:52])=[CH:49][C:50]=1[CH3:51]. Product: [F:1][C:2]1[CH:19]=[C:18]([F:20])[CH:17]=[CH:16][C:3]=1[O:4][CH:5]([C:7]1[CH:8]=[CH:9][C:10]([C:11]([NH:43][CH2:44][C:45]2[C:46]([OH:53])=[N:47][C:48]([CH3:52])=[CH:49][C:50]=2[CH3:51])=[O:13])=[CH:14][CH:15]=1)[CH3:6]. The catalyst class is: 884. (7) Reactant: C[O:2][C:3](=O)[C:4]([N:7]1[CH2:12][CH2:11][CH:10]([S:13][C:14]2[CH:15]=[CH:16][C:17]3[O:26][CH2:25][CH2:24][N:23]4[C:19](=[N:20][C:21]([C:27]5[N:28]([CH:32]([CH3:34])[CH3:33])[N:29]=[CH:30][N:31]=5)=[CH:22]4)[C:18]=3[CH:35]=2)[CH2:9][CH2:8]1)([CH3:6])[CH3:5].[H-].[H-].[H-].[H-].[Li+].[Al+3].CCOC(C)=O. Product: [CH:32]([N:28]1[C:27]([C:21]2[N:20]=[C:19]3[N:23]([CH2:24][CH2:25][O:26][C:17]4[CH:16]=[CH:15][C:14]([S:13][CH:10]5[CH2:9][CH2:8][N:7]([C:4]([CH3:6])([CH3:5])[CH2:3][OH:2])[CH2:12][CH2:11]5)=[CH:35][C:18]=43)[CH:22]=2)=[N:31][CH:30]=[N:29]1)([CH3:34])[CH3:33]. The catalyst class is: 1. (8) Reactant: Cl.[F:2][C:3]1[CH:4]=[C:5]([S:9]([C:12]2[CH:13]=[C:14]3[C:19](=[CH:20][CH:21]=2)[CH:18]([CH2:22][NH2:23])[CH2:17][CH2:16][CH2:15]3)(=[O:11])=[O:10])[CH:6]=[CH:7][CH:8]=1.[S:24](N)([NH2:27])(=[O:26])=[O:25].O. Product: [F:2][C:3]1[CH:4]=[C:5]([S:9]([C:12]2[CH:13]=[C:14]3[C:19](=[CH:20][CH:21]=2)[C@H:18]([CH2:22][NH:23][S:24]([NH2:27])(=[O:26])=[O:25])[CH2:17][CH2:16][CH2:15]3)(=[O:11])=[O:10])[CH:6]=[CH:7][CH:8]=1. The catalyst class is: 12.